Dataset: Full USPTO retrosynthesis dataset with 1.9M reactions from patents (1976-2016). Task: Predict the reactants needed to synthesize the given product. (1) Given the product [CH:5]([O:4][C:2]([N:31]1[CH2:32][CH2:33][CH:28]([C:26]2[O:25][C:22]3=[CH:23][N:24]=[C:19]([C:10]4[CH:11]=[CH:12][C:13]([S:15]([CH3:18])(=[O:17])=[O:16])=[CH:14][C:9]=4[F:8])[CH:20]=[C:21]3[CH:27]=2)[CH2:29][CH2:30]1)=[O:3])([CH3:7])[CH3:6], predict the reactants needed to synthesize it. The reactants are: Cl[C:2]([O:4][CH:5]([CH3:7])[CH3:6])=[O:3].[F:8][C:9]1[CH:14]=[C:13]([S:15]([CH3:18])(=[O:17])=[O:16])[CH:12]=[CH:11][C:10]=1[C:19]1[CH:20]=[C:21]2[CH:27]=[C:26]([CH:28]3[CH2:33][CH2:32][NH:31][CH2:30][CH2:29]3)[O:25][C:22]2=[CH:23][N:24]=1.C(N(CC)C(C)C)(C)C. (2) Given the product [CH2:60]([N:8]1[CH2:9][CH2:10][CH:11]([N:14]([CH2:39][C:40]2[CH:45]=[CH:44][C:43]([C:46]3[CH:47]=[CH:48][C:49]([C:52]([F:53])([F:54])[F:55])=[CH:50][CH:51]=3)=[CH:42][CH:41]=2)[C:15](=[O:38])[CH2:16][N:17]2[C:26]3[C:21](=[CH:22][CH:23]=[CH:24][CH:25]=3)[C:20](=[O:27])[CH:19]=[C:18]2[S:28][CH2:29][C:30]2[CH:35]=[CH:34][CH:33]=[C:32]([F:36])[C:31]=2[F:37])[CH2:12][CH2:13]1)[CH2:59][CH:58]=[CH2:57], predict the reactants needed to synthesize it. The reactants are: FC(F)(F)C(O)=O.[NH:8]1[CH2:13][CH2:12][CH:11]([N:14]([CH2:39][C:40]2[CH:45]=[CH:44][C:43]([C:46]3[CH:51]=[CH:50][C:49]([C:52]([F:55])([F:54])[F:53])=[CH:48][CH:47]=3)=[CH:42][CH:41]=2)[C:15](=[O:38])[CH2:16][N:17]2[C:26]3[C:21](=[CH:22][CH:23]=[CH:24][CH:25]=3)[C:20](=[O:27])[CH:19]=[C:18]2[S:28][CH2:29][C:30]2[CH:35]=[CH:34][CH:33]=[C:32]([F:36])[C:31]=2[F:37])[CH2:10][CH2:9]1.Cl[CH2:57][CH2:58][CH:59]=[CH2:60].C(=O)([O-])[O-].[K+].[K+].[I-].[Na+]. (3) Given the product [CH:1]1([CH2:4][NH:5][S:7]([CH3:6])(=[O:9])=[O:8])[CH2:3][CH2:2]1, predict the reactants needed to synthesize it. The reactants are: [CH:1]1([CH2:4][NH2:5])[CH2:3][CH2:2]1.[CH3:6][S:7](Cl)(=[O:9])=[O:8]. (4) Given the product [N+:31](=[CH:30][C:6]([C:5]1[CH:9]=[CH:10][C:11]([N+:12]([O-:14])=[O:13])=[C:3]([O:2][CH3:1])[CH:4]=1)=[O:8])=[N-:32], predict the reactants needed to synthesize it. The reactants are: [CH3:1][O:2][C:3]1[CH:4]=[C:5]([CH:9]=[CH:10][C:11]=1[N+:12]([O-:14])=[O:13])[C:6]([OH:8])=O.O=S(Cl)Cl.C(N(CC)CC)C.C[Si]([CH:30]=[N+:31]=[N-:32])(C)C.C([O-])(O)=O.[Na+]. (5) Given the product [C:14]([O:13][C:11]([NH:10][C:7]([CH3:9])([CH3:8])[CH:2]([NH:1][C:35](=[O:36])[C:34]1[CH:38]=[CH:39][C:31]([C:30]#[C:29][C:28]#[C:27][CH:26]([CH3:40])[CH2:25][OH:24])=[CH:32][CH:33]=1)[C:3]([O:5][CH3:6])=[O:4])=[O:12])([CH3:17])([CH3:16])[CH3:15], predict the reactants needed to synthesize it. The reactants are: [NH2:1][CH:2]([C:7]([NH:10][C:11]([O:13][C:14]([CH3:17])([CH3:16])[CH3:15])=[O:12])([CH3:9])[CH3:8])[C:3]([O:5][CH3:6])=[O:4].C([O-])([O-])=O.[K+].[K+].[OH:24][CH2:25][CH:26]([CH3:40])[C:27]#[C:28][C:29]#[C:30][C:31]1[CH:39]=[CH:38][C:34]([C:35](O)=[O:36])=[CH:33][CH:32]=1.CCN(C(C)C)C(C)C.CN(C(ON1N=NC2C=CC=NC1=2)=[N+](C)C)C.F[P-](F)(F)(F)(F)F.